Dataset: Reaction yield outcomes from USPTO patents with 853,638 reactions. Task: Predict the reaction yield, written as a fraction of the theoretical maximum amount of product (1.0 means a 100% yield; for example, 0.34 means a 34% yield). (1) The reactants are [F:1][C:2]([F:24])([F:23])[C:3]1[CH:4]=[CH:5][C:6]([O:9][C:10]2[CH:11]=[C:12]3[C:17](=[CH:18][CH:19]=2)[N:16]=[C:15]([C:20]([OH:22])=O)[CH:14]=[CH:13]3)=[N:7][CH:8]=1.F[B-](F)(F)F.N1(OC(N(C)C)=[N+](C)C)C2C=CC=CC=2N=N1.C(N(CC)CC)C.[CH:54]1([N:58]2[CH2:63][CH2:62][NH:61][CH2:60][CH2:59]2)[CH2:57][CH2:56][CH2:55]1. The catalyst is CS(C)=O.CO. The product is [CH:54]1([N:58]2[CH2:63][CH2:62][N:61]([C:20]([C:15]3[CH:14]=[CH:13][C:12]4[C:17](=[CH:18][CH:19]=[C:10]([O:9][C:6]5[CH:5]=[CH:4][C:3]([C:2]([F:23])([F:1])[F:24])=[CH:8][N:7]=5)[CH:11]=4)[N:16]=3)=[O:22])[CH2:60][CH2:59]2)[CH2:57][CH2:56][CH2:55]1. The yield is 0.830. (2) The reactants are [CH3:1][S:2]([NH2:5])(=[O:4])=[O:3].C(N(CC)CC)C.C[Si](Cl)(C)C.CNC1(NC)C=CN=CC1.F[P-](F)(F)(F)(F)F.N1(O[P+](N(C)C)(N(C)C)N(C)C)C2C=CC=CC=2N=N1.[C:55]([O:59][C:60]([N:62]1[CH2:67][CH2:66][CH2:65][CH:64]([C:68]2[CH:77]=[C:76]([C:78]3[C:83]([O:84][CH2:85][C:86]4[CH:91]=[CH:90][C:89]([O:92][CH3:93])=[CH:88][CH:87]=4)=[CH:82][CH:81]=[CH:80][C:79]=3[O:94][CH2:95][CH:96]3[CH2:98][CH2:97]3)[N:75]=[C:74]3[C:69]=2[CH:70]=[C:71]([C:100](O)=[O:101])[C:72](=[O:99])[NH:73]3)[CH2:63]1)=[O:61])([CH3:58])([CH3:57])[CH3:56]. The catalyst is C1(C)C=CC=CC=1. The product is [CH:96]1([CH2:95][O:94][C:79]2[CH:80]=[CH:81][CH:82]=[C:83]([O:84][CH2:85][C:86]3[CH:91]=[CH:90][C:89]([O:92][CH3:93])=[CH:88][CH:87]=3)[C:78]=2[C:76]2[CH:77]=[C:68]([CH:64]3[CH2:65][CH2:66][CH2:67][N:62]([C:60]([O:59][C:55]([CH3:58])([CH3:56])[CH3:57])=[O:61])[CH2:63]3)[C:69]3[CH:70]=[C:71]([C:100]([NH:5][S:2]([CH3:1])(=[O:4])=[O:3])=[O:101])[C:72](=[O:99])[NH:73][C:74]=3[N:75]=2)[CH2:98][CH2:97]1. The yield is 0.430. (3) The reactants are Br[C:2]1[CH:11]=[C:10]2[C:5]([CH:6]=[C:7]([NH:41][C:42](=[O:51])[O:43][CH2:44][C:45]3[CH:50]=[CH:49][CH:48]=[CH:47][CH:46]=3)[C:8]([C:12]([NH:14][C:15]3[CH:16]=[N:17][CH:18]=[CH:19][C:20]=3[N:21]3[CH2:26][C@H:25]([CH3:27])[C@H:24]([N:28]4[CH:32]=[CH:31][N:30]=[N:29]4)[C@H:23]([NH:33][C:34]([O:36][C:37]([CH3:40])([CH3:39])[CH3:38])=[O:35])[CH2:22]3)=[O:13])=[N:9]2)=[CH:4][CH:3]=1.[O-]P([O-])([O-])=O.[K+].[K+].[K+].O1CCOCC1.CC1(C)C(C)(C)OB([C:74]2[CH2:75][CH2:76][O:77][CH2:78][CH:79]=2)O1. The catalyst is C1(P(C2CCCCC2)C2C=CC=CC=2C2C(C(C)C)=CC(C(C)C)=CC=2C(C)C)CCCCC1.NC1C=CC=CC=1C1C=CC=CC=1[Pd]Cl.O. The product is [C:37]([O:36][C:34]([NH:33][C@H:23]1[C@@H:24]([N:28]2[CH:32]=[CH:31][N:30]=[N:29]2)[C@@H:25]([CH3:27])[CH2:26][N:21]([C:20]2[CH:19]=[CH:18][N:17]=[CH:16][C:15]=2[NH:14][C:12]([C:8]2[C:7]([NH:41][C:42](=[O:51])[O:43][CH2:44][C:45]3[CH:46]=[CH:47][CH:48]=[CH:49][CH:50]=3)=[CH:6][C:5]3[C:10](=[CH:11][C:2]([C:74]4[CH2:79][CH2:78][O:77][CH2:76][CH:75]=4)=[CH:3][CH:4]=3)[N:9]=2)=[O:13])[CH2:22]1)=[O:35])([CH3:39])([CH3:38])[CH3:40]. The yield is 0.270. (4) The reactants are C([Li])CCC.C(N[CH:10]([CH3:12])[CH3:11])(C)C.CN(C)[CH2:15][CH2:16]N(C)C.[C:21]([O:28][CH2:29][CH3:30])(=[O:27])[C:22](OCC)=O.C(O)(=O)C[C:33]([CH2:38][C:39]([OH:41])=[O:40])(C(O)=O)[OH:34].[O:44]1[CH2:48]CC[CH2:45]1. No catalyst specified. The product is [CH2:29]([O:28][C:21]([C:22]1[O:41][C:39](=[O:40])[C:38]2[C:15]([CH:16]=1)=[CH:11][CH:10]=[CH:12][C:33]=2[O:34][CH2:45][O:44][CH3:48])=[O:27])[CH3:30]. The yield is 0.320. (5) The reactants are [CH2:1]([N:8]1[CH2:12][CH:11]([N:13](C(OC(C)(C)C)=O)[CH2:14][C:15]2[CH:20]=[CH:19][C:18]([F:21])=[CH:17][C:16]=2[F:22])[CH2:10][CH:9]1[C:30](O)=[O:31])[C:2]1[CH:7]=[CH:6][CH:5]=[CH:4][CH:3]=1.[N:33]1([C:39]2[CH:46]=[CH:45][C:42]([C:43]#[N:44])=[CH:41][CH:40]=2)[CH2:38][CH2:37][NH:36][CH2:35][CH2:34]1. No catalyst specified. The product is [CH2:1]([N:8]1[CH2:12][C@@H:11]([NH:13][CH2:14][C:15]2[CH:20]=[CH:19][C:18]([F:21])=[CH:17][C:16]=2[F:22])[CH2:10][C@H:9]1[C:30]([N:36]1[CH2:37][CH2:38][N:33]([C:39]2[CH:40]=[CH:41][C:42]([C:43]#[N:44])=[CH:45][CH:46]=2)[CH2:34][CH2:35]1)=[O:31])[C:2]1[CH:7]=[CH:6][CH:5]=[CH:4][CH:3]=1. The yield is 0.170.